The task is: Predict the product of the given reaction.. This data is from Forward reaction prediction with 1.9M reactions from USPTO patents (1976-2016). (1) Given the reactants [C:1]([O:5][C:6](=[O:28])[N:7]([CH2:16][CH2:17][C:18]1[CH:23]=[CH:22][C:21]([N+:24]([O-])=O)=[CH:20][C:19]=1[Cl:27])[CH2:8][C:9]1[CH:14]=[CH:13][C:12]([F:15])=[CH:11][CH:10]=1)([CH3:4])([CH3:3])[CH3:2].[NH4+].[Cl-], predict the reaction product. The product is: [C:1]([O:5][C:6](=[O:28])[N:7]([CH2:16][CH2:17][C:18]1[CH:23]=[CH:22][C:21]([NH2:24])=[CH:20][C:19]=1[Cl:27])[CH2:8][C:9]1[CH:10]=[CH:11][C:12]([F:15])=[CH:13][CH:14]=1)([CH3:4])([CH3:2])[CH3:3]. (2) Given the reactants [CH3:1][O:2][C:3]([C:5]1[CH:10]=[CH:9][C:8]([N:11]=[C:12]2[NH:16][C@@H:15]([CH:17]([CH2:19][CH3:20])[CH3:18])[CH2:14][S:13]2)=[C:7]([CH3:21])[CH:6]=1)=[O:4].[CH2:22](Br)[CH:23]([CH3:25])[CH3:24], predict the reaction product. The product is: [CH3:1][O:2][C:3]([C:5]1[CH:10]=[CH:9][C:8]([N:11]=[C:12]2[N:16]([CH2:22][CH:23]([CH3:25])[CH3:24])[C@@H:15]([CH:17]([CH2:19][CH3:20])[CH3:18])[CH2:14][S:13]2)=[C:7]([CH3:21])[CH:6]=1)=[O:4]. (3) Given the reactants [CH3:1][C:2]1[O:6][N:5]=[C:4]([C:7]2[CH:12]=[CH:11][CH:10]=[CH:9][CH:8]=2)[C:3]=1[CH2:13][O:14][C:15]1[CH:23]=[CH:22][C:18]([C:19]([OH:21])=O)=[CH:17][N:16]=1.[NH2:24][CH:25]1[CH2:30][CH2:29][O:28][CH2:27][CH2:26]1, predict the reaction product. The product is: [CH3:1][C:2]1[O:6][N:5]=[C:4]([C:7]2[CH:8]=[CH:9][CH:10]=[CH:11][CH:12]=2)[C:3]=1[CH2:13][O:14][C:15]1[CH:23]=[CH:22][C:18]([C:19]([NH:24][CH:25]2[CH2:30][CH2:29][O:28][CH2:27][CH2:26]2)=[O:21])=[CH:17][N:16]=1. (4) Given the reactants [NH2:1][C:2]1[CH:7]=[CH:6][CH:5]=[C:4](Cl)[N:3]=1.[O:9]1[CH:13]=[CH:12][C:11](B(O)O)=[CH:10]1, predict the reaction product. The product is: [O:9]1[CH:13]=[CH:12][C:11]([C:4]2[N:3]=[C:2]([NH2:1])[CH:7]=[CH:6][CH:5]=2)=[CH:10]1. (5) Given the reactants [CH3:1][S:2]([CH2:5][CH2:6][C@H:7]1[CH2:12][CH2:11][C@H:10]([NH:13][C:14]2[C:19]([N+:20]([O-])=O)=[CH:18][N:17]=[C:16]3[CH:23]=[CH:24][S:25][C:15]=23)[CH2:9][CH2:8]1)(=[O:4])=[O:3], predict the reaction product. The product is: [CH3:1][S:2]([CH2:5][CH2:6][C@H:7]1[CH2:12][CH2:11][C@H:10]([NH:13][C:14]2[C:19]([NH2:20])=[CH:18][N:17]=[C:16]3[CH:23]=[CH:24][S:25][C:15]=23)[CH2:9][CH2:8]1)(=[O:3])=[O:4]. (6) Given the reactants [OH:1][CH2:2][CH2:3][CH2:4][CH2:5][CH2:6][C:7]#[N:8].[H-].[Na+].Cl[C:12]1[C:13]2[C:20]([C:21]3[CH:26]=[CH:25][C:24]([O:27][CH3:28])=[CH:23][CH:22]=3)=[C:19]([C:29]3[CH:34]=[CH:33][CH:32]=[CH:31][CH:30]=3)[O:18][C:14]=2[N:15]=[CH:16][N:17]=1.O, predict the reaction product. The product is: [CH3:28][O:27][C:24]1[CH:23]=[CH:22][C:21]([C:20]2[C:13]3[C:12]([O:1][CH2:2][CH2:3][CH2:4][CH2:5][CH2:6][C:7]#[N:8])=[N:17][CH:16]=[N:15][C:14]=3[O:18][C:19]=2[C:29]2[CH:30]=[CH:31][CH:32]=[CH:33][CH:34]=2)=[CH:26][CH:25]=1. (7) Given the reactants [CH3:1][C:2](C)([O-])C.[K+].[CH2:7]([O:9][C:10]1[CH:15]=[CH:14][C:13]([C:16]2[Se:20][C:19]([CH:21]=O)=[CH:18][CH:17]=2)=[C:12]([F:23])[C:11]=1[F:24])[CH3:8], predict the reaction product. The product is: [CH2:7]([O:9][C:10]1[CH:15]=[CH:14][C:13]([C:16]2[Se:20][C:19]([CH:21]=[CH:1][CH3:2])=[CH:18][CH:17]=2)=[C:12]([F:23])[C:11]=1[F:24])[CH3:8]. (8) Given the reactants [N+:1]([C:4]1[CH:17]=[C:16]2[C:18]3[C:19]4[C:13]([C:14](=[O:21])[C:15]2=[O:20])=[CH:12][CH:11]=[CH:10][C:9]=4[C:8](=[O:22])[C:7](=[O:23])[C:6]=3[CH:5]=1)([O-])=O.S(S([O-])=O)([O-])=O.[OH-].[Na+], predict the reaction product. The product is: [NH2:1][C:4]1[CH:17]=[C:16]2[C:18]3[C:19]4[C:13]([C:14](=[O:21])[C:15]2=[O:20])=[CH:12][CH:11]=[CH:10][C:9]=4[C:8](=[O:22])[C:7](=[O:23])[C:6]=3[CH:5]=1. (9) Given the reactants [CH3:1][N:2](/[CH:4]=[N:5]/[C:6]1[S:7][C:8]([C:11]([O:13]C(C)(C)C)=[O:12])=[CH:9][N:10]=1)[CH3:3].Cl.O1CCOCC1, predict the reaction product. The product is: [CH3:3][N:2](/[CH:4]=[N:5]/[C:6]1[S:7][C:8]([C:11]([OH:13])=[O:12])=[CH:9][N:10]=1)[CH3:1]. (10) The product is: [OH:19][C:16]([C:13]1[CH:14]=[CH:15][C:10]([C:4]2[S:3][C:2]([NH:1][C:21]3[CH:22]=[CH:23][CH:24]=[C:25]([CH2:27][O:28][CH2:29][C:30]([OH:32])([CH3:31])[CH3:33])[N:26]=3)=[C:6]([C:7]([NH2:9])=[O:8])[CH:5]=2)=[CH:11][CH:12]=1)([CH3:17])[CH3:18]. Given the reactants [NH2:1][C:2]1[S:3][C:4]([C:10]2[CH:15]=[CH:14][C:13]([C:16]([OH:19])([CH3:18])[CH3:17])=[CH:12][CH:11]=2)=[CH:5][C:6]=1[C:7]([NH2:9])=[O:8].Br[C:21]1[N:26]=[C:25]([CH2:27][O:28][CH2:29][C:30]([CH3:33])([OH:32])[CH3:31])[CH:24]=[CH:23][CH:22]=1.C([O-])([O-])=O.[K+].[K+].CC(C1C=C(C(C)C)C(C2C=CC=CC=2P(C2CCCCC2)C2CCCCC2)=C(C(C)C)C=1)C, predict the reaction product.